From a dataset of Reaction yield outcomes from USPTO patents with 853,638 reactions. Predict the reaction yield, written as a fraction of the theoretical maximum amount of product (1.0 means a 100% yield; for example, 0.34 means a 34% yield). (1) The reactants are [CH3:1][C:2]1([CH3:20])[C:10]2[C:5](=[CH:6][CH:7]=[CH:8][CH:9]=2)[N:4]([C:11]2[C:16]([N+:17]([O-])=O)=[CH:15][CH:14]=[CH:13][N:12]=2)[CH2:3]1. The catalyst is CO.[Pd]. The product is [CH3:1][C:2]1([CH3:20])[C:10]2[C:5](=[CH:6][CH:7]=[CH:8][CH:9]=2)[N:4]([C:11]2[C:16]([NH2:17])=[CH:15][CH:14]=[CH:13][N:12]=2)[CH2:3]1. The yield is 0.760. (2) The reactants are [N+:1]([C:4]1[N:8]=[CH:7][N:6]([C:9]2[CH:16]=[CH:15][C:14](/[CH:17]=[CH:18]/[CH:19]([C:24]3[CH:29]=[C:28]([Cl:30])[C:27]([Cl:31])=[C:26]([Cl:32])[CH:25]=3)[C:20]([F:23])([F:22])[F:21])=[CH:13][C:10]=2[C:11]#[N:12])[N:5]=1)([O-])=O.[NH4+].[Cl-]. The catalyst is CO.[Zn]. The product is [NH2:1][C:4]1[N:8]=[CH:7][N:6]([C:9]2[CH:16]=[CH:15][C:14](/[CH:17]=[CH:18]/[CH:19]([C:24]3[CH:25]=[C:26]([Cl:32])[C:27]([Cl:31])=[C:28]([Cl:30])[CH:29]=3)[C:20]([F:21])([F:22])[F:23])=[CH:13][C:10]=2[C:11]#[N:12])[N:5]=1. The yield is 0.890. (3) The reactants are C(C1N(C(CCC)CCC)C2C(=O)N(C)C(=O)NC=2N=1)C.[CH2:22]([C:24]1[N:32]([CH:33]([CH2:37][CH2:38][CH3:39])[CH2:34][CH2:35][CH3:36])[C:31]2[C:30](=[O:40])[N:29]([CH3:41])[C:28](=[O:42])[N:27]([C:43]3[C:44]([CH3:51])=[N:45][CH:46]=[CH:47][C:48]=3[O:49][CH3:50])[C:26]=2[N:25]=1)[CH3:23].COC1N=C(C)C(B(O)O)=CC=1.N1C=CC=CC=1.[NH4+].[Cl-].[NH4+].[OH-]. The catalyst is C([O-])(=O)C.[Cu+2].C([O-])(=O)C.C(Cl)Cl. The product is [CH2:22]([C:24]1[N:32]([CH:33]([CH2:34][CH2:35][CH3:36])[CH2:37][CH2:38][CH3:39])[C:31]2[C:30](=[O:40])[N:29]([CH3:41])[C:28](=[O:42])[N:27]([C:43]3[C:44]([CH3:51])=[N:45][CH:46]=[CH:47][C:48]=3[O:49][CH3:50])[C:26]=2[N:25]=1)[CH3:23]. The yield is 0.410.